Dataset: Full USPTO retrosynthesis dataset with 1.9M reactions from patents (1976-2016). Task: Predict the reactants needed to synthesize the given product. (1) Given the product [NH:10]1[C:18]2[C:13](=[CH:14][C:15]([NH:19][C:20]3[C:21]4[S:28][C:27]([C:29]5[CH:36]=[CH:35][C:32]([CH2:33][NH:1][CH2:2][CH2:3][N:4]6[CH2:9][CH2:8][NH:7][CH2:6][CH2:5]6)=[CH:31][CH:30]=5)=[CH:26][C:22]=4[N:23]=[CH:24][N:25]=3)=[CH:16][CH:17]=2)[CH:12]=[CH:11]1, predict the reactants needed to synthesize it. The reactants are: [NH2:1][CH2:2][CH2:3][N:4]1[CH2:9][CH2:8][NH:7][CH2:6][CH2:5]1.[NH:10]1[C:18]2[C:13](=[CH:14][C:15]([NH:19][C:20]3[C:21]4[S:28][C:27]([C:29]5[CH:36]=[CH:35][C:32]([CH:33]=O)=[CH:31][CH:30]=5)=[CH:26][C:22]=4[N:23]=[CH:24][N:25]=3)=[CH:16][CH:17]=2)[CH:12]=[CH:11]1. (2) Given the product [OH:1][CH2:2][C:3]([CH3:32])([CH3:31])[CH2:4][O:5][C:6]1[C:28]([O:29][CH3:30])=[CH:27][C:9]2[C:10]3[N:15]([CH:16]([CH:18]([CH3:20])[CH3:19])[CH2:17][C:8]=2[CH:7]=1)[CH:14]=[C:13]([C:21]([OH:23])=[O:22])[C:12](=[O:26])[CH:11]=3, predict the reactants needed to synthesize it. The reactants are: [OH:1][CH2:2][C:3]([CH3:32])([CH3:31])[CH2:4][O:5][C:6]1[C:28]([O:29][CH3:30])=[CH:27][C:9]2[C:10]3[N:15]([CH:16]([CH:18]([CH3:20])[CH3:19])[CH2:17][C:8]=2[CH:7]=1)[CH:14]=[C:13]([C:21]([O:23]CC)=[O:22])[C:12](=[O:26])[CH:11]=3.CO.O[Li].O. (3) Given the product [CH2:13]([O:20][C:21]1[CH:22]=[CH:23][C:24]([C@@H:27]2[CH2:29][C@H:28]2[NH2:30])=[CH:25][CH:26]=1)[C:14]1[CH:15]=[CH:16][CH:17]=[CH:18][CH:19]=1, predict the reactants needed to synthesize it. The reactants are: C1C=CC([C@@H](O)C(O)=O)=CC=1.Cl.[CH2:13]([O:20][C:21]1[CH:26]=[CH:25][C:24]([C@@H:27]2[CH2:29][C@H:28]2[NH2:30])=[CH:23][CH:22]=1)[C:14]1[CH:19]=[CH:18][CH:17]=[CH:16][CH:15]=1. (4) Given the product [Br:1][C:2]1[CH:7]=[CH:6][C:5]([CH:8]([CH3:25])[C:9]([C:11]2[CH:21]=[CH:20][C:14]3[N:15]([CH3:19])[C:16](=[O:18])[O:17][C:13]=3[CH:12]=2)=[O:10])=[C:4]([Cl:22])[CH:3]=1, predict the reactants needed to synthesize it. The reactants are: [Br:1][C:2]1[CH:7]=[CH:6][C:5]([CH2:8][C:9]([C:11]2[CH:21]=[CH:20][C:14]3[N:15]([CH3:19])[C:16](=[O:18])[O:17][C:13]=3[CH:12]=2)=[O:10])=[C:4]([Cl:22])[CH:3]=1.[H-].[Na+].[CH3:25]I.